Dataset: Forward reaction prediction with 1.9M reactions from USPTO patents (1976-2016). Task: Predict the product of the given reaction. Given the reactants [CH:1]([N:4](CC)C(C)C)(C)C.[CH2:10]([N:12]1[C:24]2[CH2:23][CH2:22][CH:21]([CH:25]3[CH2:30][CH2:29][O:28][CH2:27][CH2:26]3)[CH2:20][C:19]=2[C:18]2[C:13]1=[CH:14][CH:15]=[C:16]([C:31]([N:33]([CH2:35][CH2:36][CH2:37][C:38]([OH:40])=O)[CH3:34])=[O:32])[CH:17]=2)[CH3:11].CN.CN(C(ON1N=NC2C=CC=NC1=2)=[N+](C)C)C.F[P-](F)(F)(F)(F)F, predict the reaction product. The product is: [CH2:10]([N:12]1[C:24]2[CH2:19][CH2:20][CH:21]([CH:25]3[CH2:30][CH2:29][O:28][CH2:27][CH2:26]3)[CH2:22][C:23]=2[C:14]2[C:13]1=[CH:18][CH:17]=[C:16]([C:31]([N:33]([CH3:34])[CH2:35][CH2:36][CH2:37][C:38]([NH:4][CH3:1])=[O:40])=[O:32])[CH:15]=2)[CH3:11].